Predict the reaction yield, written as a fraction of the theoretical maximum amount of product (1.0 means a 100% yield; for example, 0.34 means a 34% yield). From a dataset of Reaction yield outcomes from USPTO patents with 853,638 reactions. (1) The reactants are [ClH:1].CO[C:4](=O)[CH:5]([NH2:13])[CH2:6][CH2:7][CH2:8][CH2:9][CH2:10][C:11]#[CH:12].[N:15]#[C:16][NH2:17]. No catalyst specified. The product is [ClH:1].[CH2:6]([C:5]1[N:13]=[C:16]([NH2:17])[NH:15][CH:4]=1)[CH2:7][CH2:8][CH2:9][CH2:10][C:11]#[CH:12]. The yield is 0.530. (2) The catalyst is CN(C)C=O. The reactants are [C:1](OC(=O)C)(=O)[CH3:2].[CH3:8][O:9][C:10]1[CH:19]=[C:18]([NH:20][C:21]2[S:22][C:23]3[CH2:29][CH2:28][CH2:27][CH:26]([C:30]4[CH:35]=[CH:34][CH:33]=[CH:32][CH:31]=4)[C:24]=3[N:25]=2)[CH:17]=[CH:16][C:11]=1[C:12]([NH:14][NH2:15])=[O:13]. The yield is 0.650. The product is [CH3:8][O:9][C:10]1[CH:19]=[C:18]([NH:20][C:21]2[S:22][C:23]3[CH2:29][CH2:28][CH2:27][CH:26]([C:30]4[CH:35]=[CH:34][CH:33]=[CH:32][CH:31]=4)[C:24]=3[N:25]=2)[CH:17]=[CH:16][C:11]=1[C:12]1[O:13][C:1]([CH3:2])=[N:15][N:14]=1. (3) The reactants are [Cl:1][C:2]1[N:3]=[N:4][C:5]([Cl:8])=[CH:6][CH:7]=1.[Li+].[Cl-].[I:11]I. The catalyst is C1COCC1. The product is [Cl:1][C:2]1[N:3]=[N:4][C:5]([Cl:8])=[CH:6][C:7]=1[I:11]. The yield is 0.840. (4) The reactants are [CH3:1][C@H:2]1[C:10]2[C:9](O)=[N:8][CH:7]=[N:6][C:5]=2[CH2:4][CH2:3]1.O=P(Cl)(Cl)[Cl:14]. No catalyst specified. The product is [Cl:14][C:9]1[C:10]2[C@H:2]([CH3:1])[CH2:3][CH2:4][C:5]=2[N:6]=[CH:7][N:8]=1. The yield is 0.490. (5) The reactants are [OH:1][C:2]1[CH:10]=[CH:9][C:8]([OH:11])=[CH:7][C:3]=1[C:4]([OH:6])=[O:5].[CH3:12][NH:13][C@H:14]([CH2:16]/[CH:17]=[CH:18]/[C:19]1[CH:20]=[N:21][CH:22]=[C:23]([O:25][CH3:26])[CH:24]=1)[CH3:15].C(OCC)(=O)C. The catalyst is C(O)C. The product is [OH:1][C:2]1[CH:10]=[CH:9][C:8]([OH:11])=[CH:7][C:3]=1[C:4]([OH:6])=[O:5].[CH3:12][NH:13][C@H:14]([CH2:16]/[CH:17]=[CH:18]/[C:19]1[CH:20]=[N:21][CH:22]=[C:23]([O:25][CH3:26])[CH:24]=1)[CH3:15]. The yield is 0.910. (6) The catalyst is CCO.[Pd]. The reactants are [CH3:1][O:2][CH2:3][CH:4]([N:6]1[CH2:11][CH2:10][N:9]2[N:12]=[C:13]([N+:15]([O-])=O)[CH:14]=[C:8]2[CH2:7]1)[CH3:5].[H][H]. The yield is 0.890. The product is [CH3:1][O:2][CH2:3][CH:4]([N:6]1[CH2:11][CH2:10][N:9]2[N:12]=[C:13]([NH2:15])[CH:14]=[C:8]2[CH2:7]1)[CH3:5]. (7) No catalyst specified. The yield is 0.370. The product is [C:36]([C:33]1[CH:32]=[CH:31][C:30]([N:8]2[CH2:7][C:4]3([CH2:5][CH2:6][N:1]([C:16]([O:18][CH:19]4[CH:20]5[CH2:28][CH:24]6[CH2:23][CH:22]([CH2:27][CH:26]4[CH2:25]6)[CH2:21]5)=[O:17])[CH2:2][CH2:3]3)[C:15]3[C:10](=[CH:11][CH:12]=[CH:13][CH:14]=3)[CH2:9]2)=[N:35][CH:34]=1)#[N:37]. The reactants are [N:1]1([C:16]([O:18][CH:19]2[CH:26]3[CH2:27][CH:22]4[CH2:23][CH:24]([CH2:28][CH:20]2[CH2:21]4)[CH2:25]3)=[O:17])[CH2:6][CH2:5][C:4]2([C:15]3[C:10](=[CH:11][CH:12]=[CH:13][CH:14]=3)[CH2:9][NH:8][CH2:7]2)[CH2:3][CH2:2]1.Cl[C:30]1[N:35]=[CH:34][C:33]([C:36]#[N:37])=[CH:32][CH:31]=1.CCN(C(C)C)C(C)C.